From a dataset of Reaction yield outcomes from USPTO patents with 853,638 reactions. Predict the reaction yield, written as a fraction of the theoretical maximum amount of product (1.0 means a 100% yield; for example, 0.34 means a 34% yield). (1) The reactants are [NH2:1][C:2]1[CH:22]=[CH:21][CH:20]=[C:19](OC)[C:3]=1[CH2:4][NH:5][CH:6]1[CH2:11][CH2:10][N:9]([CH2:12][C:13]2[CH:18]=[CH:17][CH:16]=[CH:15][CH:14]=2)[CH2:8][CH2:7]1.[C:25](C1NC=CN=1)(C1NC=CN=1)=[O:26].[O:37]1CCC[CH2:38]1. No catalyst specified. The product is [CH2:12]([N:9]1[CH2:10][CH2:11][CH:6]([N:5]2[CH2:4][C:3]3[C:2](=[C:22]([O:37][CH3:38])[CH:21]=[CH:20][CH:19]=3)[NH:1][C:25]2=[O:26])[CH2:7][CH2:8]1)[C:13]1[CH:18]=[CH:17][CH:16]=[CH:15][CH:14]=1. The yield is 0.680. (2) The product is [NH2:1][C:2]1[CH:7]=[CH:6][CH:5]=[CH:4][C:3]=1[NH:8][C:9](=[O:28])[C:10]1[CH:15]=[CH:14][C:13]([CH2:16][N:17]2[CH2:25][C:24]3[C:19](=[CH:20][CH:21]=[CH:22][C:23]=3[C:30]3[CH:31]=[N:32][CH:33]=[CH:34][CH:35]=3)[C:18]2=[O:27])=[CH:12][CH:11]=1. The yield is 0.930. The reactants are [NH2:1][C:2]1[CH:7]=[CH:6][CH:5]=[CH:4][C:3]=1[NH:8][C:9](=[O:28])[C:10]1[CH:15]=[CH:14][C:13]([CH2:16][N:17]2[CH2:25][C:24]3[C:19](=[CH:20][CH:21]=[CH:22][C:23]=3Br)[C:18]2=[O:27])=[CH:12][CH:11]=1.B(O)(O)[C:30]1[CH:35]=[CH:34][CH:33]=[N:32][CH:31]=1. No catalyst specified. (3) The reactants are [CH3:1][CH:2]1[CH2:13][C:5]2[N:6]=[C:7]([S:11][CH3:12])[NH:8][C:9](=O)[C:4]=2[CH2:3]1.P(Cl)(Cl)([Cl:16])=O. No catalyst specified. The product is [Cl:16][C:9]1[C:4]2[CH2:3][CH:2]([CH3:1])[CH2:13][C:5]=2[N:6]=[C:7]([S:11][CH3:12])[N:8]=1. The yield is 0.120. (4) The reactants are [CH:1]([C:3]1[CH:15]=[C:14]([C:16]2[S:17][CH:18]=[CH:19][CH:20]=2)[C:13]([O:21][CH3:22])=[CH:12][C:4]=1[O:5][CH2:6][C:7]([N:9]([CH3:11])[CH3:10])=[O:8])=O.[C:23]([C:26]1[CH:34]=[CH:33][C:29]([C:30]([OH:32])=[O:31])=[CH:28][CH:27]=1)(=[O:25])[CH3:24]. No catalyst specified. The product is [CH3:10][N:9]([CH3:11])[C:7]([CH2:6][O:5][C:4]1[CH:12]=[C:13]([O:21][CH3:22])[C:14]([C:16]2[S:17][CH:18]=[CH:19][CH:20]=2)=[CH:15][C:3]=1/[CH:1]=[CH:24]/[C:23]([C:26]1[CH:34]=[CH:33][C:29]([C:30]([OH:32])=[O:31])=[CH:28][CH:27]=1)=[O:25])=[O:8]. The yield is 0.750. (5) The reactants are [Br:1][C:2]1[CH:7]=[CH:6][C:5]([F:8])=[CH:4][C:3]=1[CH2:9][C:10](O)=[O:11].[H-].[Al+3].[Li+].[H-].[H-].[H-]. The catalyst is O1CCCC1. The product is [Br:1][C:2]1[CH:7]=[CH:6][C:5]([F:8])=[CH:4][C:3]=1[CH2:9][CH2:10][OH:11]. The yield is 0.200. (6) The reactants are [CH3:1][Si:2]([CH3:15])([CH3:14])[CH2:3][CH2:4][O:5][CH2:6][N:7]1[CH:11]=[C:10]([C:12]#[N:13])[N:9]=[CH:8]1.[Br:16]N1C(=O)CCC1=O.N(C(C)(C)C#N)=NC(C)(C)C#N. The catalyst is C(Cl)(Cl)(Cl)Cl.CCOC(C)=O. The product is [Br:16][C:8]1[N:7]([CH2:6][O:5][CH2:4][CH2:3][Si:2]([CH3:15])([CH3:14])[CH3:1])[CH:11]=[C:10]([C:12]#[N:13])[N:9]=1. The yield is 0.770. (7) The reactants are [Br:1][C:2]1[N:3]([CH2:21][CH2:22][N:23]2C(=O)C3C(=CC=CC=3)C2=O)[C:4]2[C:9]([C:10]=1[CH:11]1[CH2:16][CH2:15][CH2:14][CH2:13][CH2:12]1)=[CH:8][CH:7]=[C:6]([C:17]([O:19][CH3:20])=[O:18])[CH:5]=2.O.NN. The catalyst is CO.O1CCCC1. The product is [NH2:23][CH2:22][CH2:21][N:3]1[C:4]2[C:9](=[CH:8][CH:7]=[C:6]([C:17]([O:19][CH3:20])=[O:18])[CH:5]=2)[C:10]([CH:11]2[CH2:16][CH2:15][CH2:14][CH2:13][CH2:12]2)=[C:2]1[Br:1]. The yield is 1.00.